Dataset: Peptide-MHC class II binding affinity with 134,281 pairs from IEDB. Task: Regression. Given a peptide amino acid sequence and an MHC pseudo amino acid sequence, predict their binding affinity value. This is MHC class II binding data. (1) The binding affinity (normalized) is 0.443. The MHC is DRB1_0801 with pseudo-sequence DRB1_0801. The peptide sequence is ARGWAAHRARANESA. (2) The peptide sequence is SINYRTEIDKPSQHH. The MHC is DRB1_0301 with pseudo-sequence DRB1_0301. The binding affinity (normalized) is 0.212. (3) The peptide sequence is RADEINAIFEENEVD. The MHC is DRB5_0101 with pseudo-sequence DRB5_0101. The binding affinity (normalized) is 0.